From a dataset of Reaction yield outcomes from USPTO patents with 853,638 reactions. Predict the reaction yield, written as a fraction of the theoretical maximum amount of product (1.0 means a 100% yield; for example, 0.34 means a 34% yield). (1) The reactants are [CH2:1]([N:8]([CH2:13][C:14]([OH:16])=O)[CH2:9][C:10](O)=[O:11])[C:2]1[CH:7]=[CH:6][CH:5]=[CH:4][CH:3]=1.C([N:19](CC)CC)C.FC(F)(F)C(N)=O.Cl.CN(C)CCCN=C=NCC. The catalyst is C(Cl)Cl. The product is [CH2:1]([N:8]1[CH2:13][C:14](=[O:16])[NH:19][C:10](=[O:11])[CH2:9]1)[C:2]1[CH:7]=[CH:6][CH:5]=[CH:4][CH:3]=1. The yield is 0.730. (2) The reactants are [OH:1][CH:2]([CH2:30][OH:31])[CH2:3][O:4][C:5]1[CH:6]=[C:7]2[C:12](=[CH:13][CH:14]=1)[CH:11]=[C:10]([C:15]#[C:16][CH2:17][CH2:18][NH:19]C(=O)OCC1C=CC=CC=1)[CH:9]=[CH:8]2. The catalyst is CO.[Pd]. The product is [NH2:19][CH2:18][CH2:17][CH2:16][CH2:15][C:10]1[CH:11]=[C:12]2[C:7](=[CH:8][CH:9]=1)[CH:6]=[C:5]([O:4][CH2:3][CH:2]([OH:1])[CH2:30][OH:31])[CH:14]=[CH:13]2. The yield is 0.780. (3) The reactants are [O:1]1[CH:5]=[N:4][N:3]=[C:2]1[C:6]1[CH:7]=[C:8]([NH:12][C:13](=[O:21])[C:14]2[CH:19]=[C:18](Br)[CH:17]=[CH:16][N:15]=2)[CH:9]=[CH:10][CH:11]=1.[CH:22]1([C:25]2[CH:30]=[CH:29][C:28](B3OC(C)(C)C(C)(C)O3)=[CH:27][N:26]=2)[CH2:24][CH2:23]1.C(=O)([O-])[O-].[K+].[K+]. The catalyst is C1(C)C=CC=CC=1. The product is [O:1]1[CH:5]=[N:4][N:3]=[C:2]1[C:6]1[CH:7]=[C:8]([NH:12][C:13]([C:14]2[CH:19]=[C:18]([C:28]3[CH:27]=[N:26][C:25]([CH:22]4[CH2:24][CH2:23]4)=[CH:30][CH:29]=3)[CH:17]=[CH:16][N:15]=2)=[O:21])[CH:9]=[CH:10][CH:11]=1. The yield is 0.900. (4) The reactants are [CH:1]([C:3]1[NH:7][C:6]([CH3:8])=[C:5]([C:9]([OH:11])=O)[C:4]=1[CH3:12])=[O:2].O[C:14]1C2N=NNC=2C=C[CH:15]=1.C([NH:25][CH2:26][CH2:27][NH:28][CH2:29][CH3:30])C.[OH-].[Na+]. The catalyst is O.[Cl-].[Na+].O.C(=O)(O)[O-].[Na+].C(N(CC)CC)C.CN(C)C=O. The product is [CH2:14]([N:28]([CH2:29][CH3:30])[CH2:27][CH2:26][NH:25][C:9]([C:5]1[C:4]([CH3:12])=[C:3]([CH:1]=[O:2])[NH:7][C:6]=1[CH3:8])=[O:11])[CH3:15]. The yield is 0.430.